This data is from Experimentally validated miRNA-target interactions with 360,000+ pairs, plus equal number of negative samples. The task is: Binary Classification. Given a miRNA mature sequence and a target amino acid sequence, predict their likelihood of interaction. (1) The miRNA is mmu-miR-182-3p with sequence GUGGUUCUAGACUUGCCAACU. The protein sequence of the target gene is MAGLGHPSAFGRATHAVVRAPPESLCRHALRRSQGEEVDFARAERQHELYVGVLGSKLGLQVVQLPADESLPDCVFVEDVAVVCEETALITRPGAPSRRKEVDMMKEALEKLQLNIVEMKDENATLDGGDVLFTGREFFVGLSKRTNQRGAEILADTFKDYAVSTVPVADSLHLKSFCSMAGPNLIAIGSSESAQKALKIMQQMSDHRYDKLTVPDDMAANCIYLNIPSKGHVLLHRTPEEYPESAKVYEKLKDHLLIPVSNSEMEKVDGLLTCCSVFINKKIDS. Result: 0 (no interaction). (2) The miRNA is mmu-miR-3064-5p with sequence UCUGGCUGUUGUGGUGUGCAAA. The protein sequence of the target gene is MSEVTRSLLQRWGASLRRGADFDSWGQLVEAIDEYQILARHLQKEAQAQHNNSEFTEEQKKTIGKIATCLELRSAALQSTQSQEEFKLEDLKKLEPILKNILTYNKEFPFDVQPIPLRRILAPGEEENLEFEEDEEGGAGAGPPDSFSARVPGTLLPRLPSEPGMTLLTIRIEKIGLKDAGQCIDPYITVSVKDLNGIDLTPVQDTPVASRKEDTYVHFNVDIELQKHVERLTKGAAIFFEFKHYKPKKRFTSTKCFAFMEMDEIKPGPIVIELYKKPTDFKRKKLQLLTKKPLYLHLHQ.... Result: 1 (interaction). (3) The miRNA is cel-miR-358-3p with sequence AUUGGUAUCCCUGUCAAGGUCU. The protein sequence of the target gene is MGPVRLGILLFLFLAVHEAWAGMLKEEDDDTERLPSKCEVCKLLSTELQAELSRTGRSREVLELGQVLDTGKRKRHVPYSVSETRLEEALENLCERILDYSVHAERKGSLRYAKGQSQTMATLKGLVQKGVKVDLGIPLELWDEPSVEVTYLKKQCETMLEEFEDIVGDWYFHHQEQPLQNFLCEGHVLPAAETACLQETWTGKEITDGEEKTEGEEEQEEEEEEEEEEGGDKMTKTGSHPKLDREDL. Result: 0 (no interaction). (4) The miRNA is hsa-miR-3689d with sequence GGGAGGUGUGAUCUCACACUCG. The protein sequence of the target gene is MSGSNPKAAAAASAAGPGGLVAGKEEKKKAGGGVLNRLKARRQAPHHAADDGVGAAVTEQELLALDTIRPEHVLRLSRVTENYLCKPEDNIYSIDFTRFKIRDLETGTVLFEIAKPCVSDQEEDEEEGGGDVDISAGRFVRYQFTPAFLRLRTVGATVEFTVGDKPVSNFRMIERHYFREHLLKNFDFDFGFCIPSSRNTCEHIYEFPQLSEDVIRLMIENPYETRSDSFYFVDNKLIMHNKADYAYNGGQ. Result: 1 (interaction). (5) The miRNA is hsa-miR-30c-1-3p with sequence CUGGGAGAGGGUUGUUUACUCC. Result: 1 (interaction). The protein sequence of the target gene is MEGAPPGSLALRLLLFVALPASGWLTTGAPEPPPLSGAPQDGIRINVTTLKDDGDISKQQVVLNITYESGQVYVNDLPVNSGVTRISCQTLIVKNENLENLEEKEYFGIVSVRILVHEWPMTSGSSLQLIVIQEEVVEIDGKQVQQKDVTEIDILVKNRGVLRHSNYTLPLEESMLYSISRDSDILFTLPNLSKKESVSSLQTTSQYLIRNVETTVDEDVLPGKLPETPLRAEPPSSYKVMCQWMEKFRKDLCRFWSNVFPVFFQFLNIMVVGITGAAVVITILKVFFPVSEYKGILQLD.... (6) The miRNA is hsa-miR-920 with sequence GGGGAGCUGUGGAAGCAGUA. The protein sequence of the target gene is MNPTNPFSGQQPSAFSASSSNVGTLPSKPPFRFGQPSLFGQNSTLSGKSSGFSQVSSFPASSGVSHSSSVQTLGFTQTSSVGPFSGLEHTSTFVATSGPSSSSVLGNTGFSFKSPTSVGAFPSTSAFGQEAGEIVNSGFGKTEFSFKPLENAVFKPILGAESEPEKTQSQIASGFFTFSHPISSAPGGLAPFSFPQVTSSSATTSNFTFSKPVSSNNSLSAFTPALSNQNVEEEKRGPKSIFGSSNNSFSSFPVSSAVLGEPFQASKAGVRQGCEEAVSQVEPLPSLMKGLKRKEDQDRS.... Result: 0 (no interaction). (7) The miRNA is hsa-miR-711 with sequence GGGACCCAGGGAGAGACGUAAG. The protein sequence of the target gene is MAAMAPGGGGSGSGVNPFLSDSDEDDDEVAATEDRRAGLRLGAGVGLDPGSAGSLSPQDPMALGSSARPGLAVEMSAAPAALGGSGETPARLSIDAIAAQLLRDQYLLTALELHTELLESGRELPRLRDYFSNPGNFERQSGTPPGMGAPGIPGASIVGGAGGREPSTTSGGGQLNRAGSISTLDSLDFARYSDDGNRETDERVAVLEFELRKAKETIQALRANLTKAAEHEVPLQERKNYKSSPEIQEPIKPLEKRALNFLVNEFLLKNNYKLTSITFSDENDDQDFELWDDVGLNIPK.... Result: 0 (no interaction). (8) The miRNA is mmu-miR-298-5p with sequence GGCAGAGGAGGGCUGUUCUUCCC. The protein sequence of the target gene is MGCDGRVSELLRRNLQPTLTYWSVFFSFGLCIAFLGPTLLDLRCQTHSSLPQISWVFFSQQLCLLLGSALGGVFKRTLAQSLWALFTSTLVISLVFAVIPFCHDVKVLASVIALAGLAMGCIDTVANMQLVRIYQKDSAFFLQVLHFFVGLGALLSPLIADPFLSEANCFPANNTANATSRSHGSRVLSQHHAAAQPWINQTIPRLPPKEVTENHVSYAFWIMALINLPVPLAVLFLLSKERLLTCAQRKPLLLSADELALETRPAEKEDTSSLAPKFQPHSGQEDLFSCCQRKNFRGAP.... Result: 1 (interaction). (9) The miRNA is mmu-miR-340-5p with sequence UUAUAAAGCAAUGAGACUGAUU. The protein sequence of the target gene is MADTTPNGPQGAGAVQFMMTNKLDTAMWLSRLFTVYCSALFVLPLLGLHEAASFYQRALLANALTSALRLHQRLPHFQLSRAFLAQALLEDSCHYLLYSLIFVNSYPVTMSIFPVLLFSLLHAATYTKKVLDAKGSNSLPLLRSFLDKLSTNQQNILKFIACNEIFLMPATVFMLFSGQGSLLQPFIYYRFLTLRYSSRRNPYCRNLFNELRIVVEHIIMKPSCPLFVRRLCLQSIAFISRLAPTVA. Result: 1 (interaction). (10) The miRNA is hsa-miR-580-3p with sequence UUGAGAAUGAUGAAUCAUUAGG. The protein sequence of the target gene is MEEYHRHCDEVGFNAEEAHNIVKECVDGVLGGEDYNHNNINQWTASIVEQSLTHLVKLGKAYKYIVTCAVVQKSAYGFHTASSCFWDTTSDGTCTVRWENRTMNCIVNVFAIAIVL. Result: 0 (no interaction).